Task: Predict the product of the given reaction.. Dataset: Forward reaction prediction with 1.9M reactions from USPTO patents (1976-2016) (1) Given the reactants [C:1]1([OH:7])[CH:6]=[CH:5][CH:4]=[CH:3][CH:2]=1.[H-].[Na+].[Br:10][C:11]1[CH:12]=[CH:13][CH:14]=[C:15]2[C:20]=1[N:19]=[C:18](Cl)[C:17]([CH3:22])=[CH:16]2, predict the reaction product. The product is: [Br:10][C:11]1[CH:12]=[CH:13][CH:14]=[C:15]2[C:20]=1[N:19]=[C:18]([O:7][C:1]1[CH:6]=[CH:5][CH:4]=[CH:3][CH:2]=1)[C:17]([CH3:22])=[CH:16]2. (2) Given the reactants [Na].[Na].[OH:3][C:4]1[CH:9]=[CH:8][C:7]([C:10]([C:13]2[CH:18]=[CH:17][C:16]([OH:19])=[CH:15][CH:14]=2)([CH3:12])[CH3:11])=[CH:6][CH:5]=1.[Na].[Na].C1(O)C=CC(C2C=CC(O)=CC=2)=CC=1.ClC1C(Cl)=C2C(=O)NC(=O)C2=CC=1, predict the reaction product. The product is: [CH3:12][C:10]([C:7]1[CH:6]=[CH:5][C:4]([OH:3])=[CH:9][CH:8]=1)([C:13]1[CH:18]=[CH:17][C:16]([OH:19])=[CH:15][CH:14]=1)[CH3:11].